The task is: Predict the product of the given reaction.. This data is from Forward reaction prediction with 1.9M reactions from USPTO patents (1976-2016). (1) Given the reactants Cl.Br[C:3]1[CH:4]=[CH:5][C:6]([F:11])=[C:7]([CH:10]=1)[CH2:8][NH2:9].[N:12]1[CH:17]=[CH:16][C:15](B(O)O)=[CH:14][CH:13]=1, predict the reaction product. The product is: [F:11][C:6]1[CH:5]=[CH:4][C:3]([C:15]2[CH:16]=[CH:17][N:12]=[CH:13][CH:14]=2)=[CH:10][C:7]=1[CH2:8][NH2:9]. (2) Given the reactants [C:1]1([S:7]([C:10]2[CH:19]=[C:18]3[C:13]([CH:14](Cl)[CH2:15][CH2:16][O:17]3)=[CH:12][CH:11]=2)(=[O:9])=[O:8])[CH:6]=[CH:5][CH:4]=[CH:3][CH:2]=1.[C:21]([N:28]1[CH2:33][CH2:32][NH:31][CH2:30][CH2:29]1)([O:23][C:24]([CH3:27])([CH3:26])[CH3:25])=[O:22].[I-].[Na+].C(=O)([O-])[O-].[K+].[K+], predict the reaction product. The product is: [C:24]([O:23][C:21]([N:28]1[CH2:33][CH2:32][N:31]([CH:14]2[C:13]3[C:18](=[CH:19][C:10]([S:7]([C:1]4[CH:6]=[CH:5][CH:4]=[CH:3][CH:2]=4)(=[O:9])=[O:8])=[CH:11][CH:12]=3)[O:17][CH2:16][CH2:15]2)[CH2:30][CH2:29]1)=[O:22])([CH3:27])([CH3:25])[CH3:26]. (3) Given the reactants Br[C:2]1[C:3]([CH:25]([CH3:27])[CH3:26])=[N:4][N:5]([C:17]2[CH:22]=[CH:21][N:20]=[C:19]([O:23][CH3:24])[N:18]=2)[C:6]=1[C:7]1[CH:12]=[CH:11][CH:10]=[C:9]([C:13]([F:16])([F:15])[F:14])[CH:8]=1.[CH3:28][C:29]1([CH3:43])[O:34][C@H:33]([CH2:35][C:36]([O:38][CH2:39][CH3:40])=[O:37])[CH2:32][C@H:31]([CH:41]=[CH2:42])[O:30]1, predict the reaction product. The product is: [CH:25]([C:3]1[C:2](/[CH:42]=[CH:41]/[C@H:31]2[O:30][C:29]([CH3:28])([CH3:43])[O:34][C@@H:33]([CH2:35][C:36]([O:38][CH2:39][CH3:40])=[O:37])[CH2:32]2)=[C:6]([C:7]2[CH:12]=[CH:11][CH:10]=[C:9]([C:13]([F:16])([F:15])[F:14])[CH:8]=2)[N:5]([C:17]2[CH:22]=[CH:21][N:20]=[C:19]([O:23][CH3:24])[N:18]=2)[N:4]=1)([CH3:27])[CH3:26]. (4) Given the reactants C[O:2][C:3](=[O:42])[C:4]1[CH:9]=[CH:8][C:7]([CH2:10][NH:11][C:12]([N:14]2[CH2:18][C@@H:17]([CH2:19][C:20]([CH3:23])([CH3:22])[CH3:21])[C@@:16]([C:26]3[CH:31]=[CH:30][C:29]([Cl:32])=[CH:28][C:27]=3[F:33])([C:24]#[N:25])[C@H:15]2[C:34]2[CH:39]=[CH:38][CH:37]=[C:36]([Cl:40])[C:35]=2[F:41])=[O:13])=[CH:6][CH:5]=1.[Li+].[OH-], predict the reaction product. The product is: [Cl:40][C:36]1[C:35]([F:41])=[C:34]([C@@H:15]2[C@:16]([C:26]3[CH:31]=[CH:30][C:29]([Cl:32])=[CH:28][C:27]=3[F:33])([C:24]#[N:25])[C@H:17]([CH2:19][C:20]([CH3:23])([CH3:22])[CH3:21])[CH2:18][N:14]2[C:12]([NH:11][CH2:10][C:7]2[CH:6]=[CH:5][C:4]([C:3]([OH:42])=[O:2])=[CH:9][CH:8]=2)=[O:13])[CH:39]=[CH:38][CH:37]=1. (5) Given the reactants N.[Cl:2][C:3]1[CH:16]=[CH:15][C:6]([CH2:7][N:8]2[CH2:12][CH2:11][CH:10](Br)[C:9]2=[O:14])=[CH:5][CH:4]=1.CO.C(Cl)Cl.C(=O)(OC(C)(C)C)[NH2:23], predict the reaction product. The product is: [Cl:2][C:3]1[CH:16]=[CH:15][C:6]([CH2:7][N:8]2[CH2:12][CH2:11][CH:10]([NH2:23])[C:9]2=[O:14])=[CH:5][CH:4]=1. (6) The product is: [Br:1][C:2]1[CH:3]=[N:4][C:5]2[C:10]([CH:11]=1)=[N:9][CH:8]=[CH:7][C:6]=2[Cl:15]. Given the reactants [Br:1][C:2]1[CH:11]=[C:10]2[C:5]([C:6](O)=[CH:7][CH:8]=[N:9]2)=[N:4][CH:3]=1.P(Cl)(Cl)([Cl:15])=O, predict the reaction product.